This data is from Forward reaction prediction with 1.9M reactions from USPTO patents (1976-2016). The task is: Predict the product of the given reaction. (1) Given the reactants [F:1][CH:2]([F:33])[O:3][C:4]1[C:13]2[C:8](=[C:9]([F:20])[CH:10]=[CH:11][C:12]=2[O:14][CH2:15][C:16]([O:18][CH3:19])=[O:17])[N:7]=[C:6]([CH2:21][CH3:22])[C:5]=1[CH2:23][C:24]1[CH:29]=[CH:28][C:27](B(O)O)=[CH:26][CH:25]=1.[CH:34]1([C:37]2[NH:41][N:40]=[CH:39][CH:38]=2)[CH2:36][CH2:35]1, predict the reaction product. The product is: [CH3:19][O:18][C:16](=[O:17])[CH2:15][O:14][C:12]1[CH:11]=[CH:10][C:9]([F:20])=[C:8]2[C:13]=1[C:4]([O:3][CH:2]([F:33])[F:1])=[C:5]([CH2:23][C:24]1[CH:29]=[CH:28][C:27]([N:41]3[C:37]([CH:34]4[CH2:36][CH2:35]4)=[CH:38][CH:39]=[N:40]3)=[CH:26][CH:25]=1)[C:6]([CH2:21][CH3:22])=[N:7]2. (2) Given the reactants [C:1](=[O:13])([O:6][CH:7]1[CH2:12][CH2:11][CH2:10][CH2:9][CH2:8]1)[O:2][CH:3](Cl)[CH3:4].[Cl:14][C:15]1[C:16]([F:55])=[C:17]([C@@H:21]2[C@:25]([C:28]3[CH:33]=[CH:32][C:31]([Cl:34])=[CH:30][C:29]=3[F:35])([C:26]#[N:27])[C@H:24]([CH2:36][C:37]([CH3:40])([CH3:39])[CH3:38])[NH:23][C@H:22]2[C:41]([NH:43][C:44]2[CH:52]=[CH:51][C:47]([C:48]([OH:50])=[O:49])=[CH:46][C:45]=2[O:53][CH3:54])=[O:42])[CH:18]=[CH:19][CH:20]=1.C(=O)([O-])[O-].[Cs+].[Cs+], predict the reaction product. The product is: [Cl:14][C:15]1[C:16]([F:55])=[C:17]([C@@H:21]2[C@:25]([C:28]3[CH:33]=[CH:32][C:31]([Cl:34])=[CH:30][C:29]=3[F:35])([C:26]#[N:27])[C@H:24]([CH2:36][C:37]([CH3:39])([CH3:40])[CH3:38])[NH:23][C@H:22]2[C:41]([NH:43][C:44]2[CH:52]=[CH:51][C:47]([C:48]([O:50][CH:3]([O:2][C:1]([O:6][CH:7]3[CH2:12][CH2:11][CH2:10][CH2:9][CH2:8]3)=[O:13])[CH3:4])=[O:49])=[CH:46][C:45]=2[O:53][CH3:54])=[O:42])[CH:18]=[CH:19][CH:20]=1. (3) Given the reactants C([C:3]1([C:16]([O-:18])=O)[CH2:8][CH2:7][N:6]([C:9]([O:11][C:12]([CH3:15])([CH3:14])[CH3:13])=[O:10])[CH2:5][CH2:4]1)C.O.[NH2:20][NH2:21], predict the reaction product. The product is: [NH:20]([C:16]([CH:3]1[CH2:8][CH2:7][N:6]([C:9]([O:11][C:12]([CH3:15])([CH3:14])[CH3:13])=[O:10])[CH2:5][CH2:4]1)=[O:18])[NH2:21]. (4) Given the reactants [F:1][C:2]1[CH:7]=[CH:6][CH:5]=[CH:4][C:3]=1[S:8]([NH:11][CH2:12][C:13]1([C:16]([OH:18])=O)[CH2:15][CH2:14]1)(=[O:10])=[O:9].C1N(P(Cl)(N2C(=O)OCC2)=O)C(=O)OC1.[NH2:34][CH:35]1[CH:42]2[CH2:43][C:38]3([OH:45])[CH2:39][CH:40]([CH2:44][CH:36]1[CH2:37]3)[CH2:41]2, predict the reaction product. The product is: [F:1][C:2]1[CH:7]=[CH:6][CH:5]=[CH:4][C:3]=1[S:8]([NH:11][CH2:12][C:13]1([C:16]([NH:34][CH:35]2[CH:36]3[CH2:44][CH:40]4[CH2:39][C:38]([OH:45])([CH2:43][CH:42]2[CH2:41]4)[CH2:37]3)=[O:18])[CH2:14][CH2:15]1)(=[O:9])=[O:10].